From a dataset of Full USPTO retrosynthesis dataset with 1.9M reactions from patents (1976-2016). Predict the reactants needed to synthesize the given product. (1) The reactants are: C([N:8]1[CH:12]=[C:11]([CH2:13][C:14]([F:17])([F:16])[F:15])[C:10]([CH3:18])=[N:9]1)C1C=CC=CC=1.Cl.[H][H]. Given the product [CH3:18][C:10]1[C:11]([CH2:13][C:14]([F:16])([F:15])[F:17])=[CH:12][NH:8][N:9]=1, predict the reactants needed to synthesize it. (2) Given the product [CH2:1]([O:2][C:3]1[C:11]2[S:10][C:9]([SH:12])=[N:8][C:7]=2[CH:6]=[CH:5][CH:4]=1)[CH3:14], predict the reactants needed to synthesize it. The reactants are: [CH3:1][O:2][C:3]1[C:11]2[S:10][C:9]([SH:12])=[N:8][C:7]=2[CH:6]=[CH:5][CH:4]=1.I[CH2:14]C.